From a dataset of Forward reaction prediction with 1.9M reactions from USPTO patents (1976-2016). Predict the product of the given reaction. (1) Given the reactants [CH3:1][C:2]1[C:3]([C:11]2[S:12][CH:13]=[CH:14][CH:15]=2)=[N:4][O:5][C:6]=1[C:7]([F:10])([F:9])[F:8].[CH:16]1([C:22](Cl)=[O:23])[CH2:21][CH2:20][CH2:19][CH2:18][CH2:17]1, predict the reaction product. The product is: [CH:16]1([C:22]([C:13]2[S:12][C:11]([C:3]3[C:2]([CH3:1])=[C:6]([C:7]([F:8])([F:10])[F:9])[O:5][N:4]=3)=[CH:15][CH:14]=2)=[O:23])[CH2:21][CH2:20][CH2:19][CH2:18][CH2:17]1. (2) Given the reactants C[N:2](C)[C:3]([CH3:13])=[C:4]([C:7]1[O:8][CH:9]=[C:10]([CH3:12])[N:11]=1)[C:5]#[N:6].[NH4+:15].[OH-], predict the reaction product. The product is: [CH3:13][C:3]1[C:4]([C:7]2[O:8][CH:9]=[C:10]([CH3:12])[N:11]=2)=[C:5]([NH2:15])[NH:6][N:2]=1.